The task is: Binary Classification. Given a drug SMILES string, predict its activity (active/inactive) in a high-throughput screening assay against a specified biological target.. This data is from HIV replication inhibition screening data with 41,000+ compounds from the AIDS Antiviral Screen. (1) The molecule is c1ccc2c3c(ccc2c1)O[Fe-4]12(Oc4ccc5ccccc5c4N=[O+]1)(Oc1ccc4ccccc4c1N=[O+]2)[O+]=N3. The result is 1 (active). (2) The molecule is CCOC(=O)Cc1nc2cc(F)c(F)cc2nc1O. The result is 0 (inactive). (3) The compound is CCOP(=O)(OCC)C(Nc1cccc([N+](=O)[O-])c1)c1ccccc1. The result is 0 (inactive).